This data is from Catalyst prediction with 721,799 reactions and 888 catalyst types from USPTO. The task is: Predict which catalyst facilitates the given reaction. (1) Reactant: [CH2:1]([O:3][C:4]([C:6]1[CH:7]=[N:8][N:9]([C:11]2[N:15](COCCOC)[C:14]3[CH:22]=[C:23]([Cl:34])[C:24]([S:26][CH2:27][C:28]4[CH:33]=[CH:32][CH:31]=[CH:30][CH:29]=4)=[CH:25][C:13]=3[N:12]=2)[CH:10]=1)=[O:5])[CH3:2].Cl.O1CCOCC1. Product: [CH2:1]([O:3][C:4]([C:6]1[CH:7]=[N:8][N:9]([C:11]2[NH:15][C:14]3[CH:22]=[C:23]([Cl:34])[C:24]([S:26][CH2:27][C:28]4[CH:33]=[CH:32][CH:31]=[CH:30][CH:29]=4)=[CH:25][C:13]=3[N:12]=2)[CH:10]=1)=[O:5])[CH3:2]. The catalyst class is: 14. (2) Reactant: [Si:1]([O:8][C@H:9]1[CH2:14][CH2:13][C@H:12]([N:15]2[CH:19]=[C:18]([C:20]3[CH:25]=[N:24][C:23]([NH2:26])=[C:22]4[O:27][C:28](Cl)=[CH:29][C:21]=34)[CH:17]=[N:16]2)[CH2:11][CH2:10]1)([C:4]([CH3:7])([CH3:6])[CH3:5])([CH3:3])[CH3:2].[F:31][C:32]([F:47])([F:46])[C:33]1[CH:34]=[C:35](B(O)O)[CH:36]=[C:37]([C:39]([F:42])([F:41])[F:40])[CH:38]=1.C(=O)([O-])[O-].[K+].[K+]. Product: [F:31][C:32]([F:46])([F:47])[C:33]1[CH:34]=[C:35]([C:28]2[O:27][C:22]3=[C:23]([NH2:26])[N:24]=[CH:25][C:20]([C:18]4[CH:17]=[N:16][N:15]([C@H:12]5[CH2:13][CH2:14][C@H:9]([O:8][Si:1]([C:4]([CH3:7])([CH3:6])[CH3:5])([CH3:3])[CH3:2])[CH2:10][CH2:11]5)[CH:19]=4)=[C:21]3[CH:29]=2)[CH:36]=[C:37]([C:39]([F:40])([F:41])[F:42])[CH:38]=1. The catalyst class is: 38. (3) The catalyst class is: 9. Reactant: [C:1]([O:5][C:6](=[O:21])[NH:7][C@H:8]1[CH2:13][CH2:12][C@H:11]([NH:14][C:15](=[O:20])[C:16]([F:19])([F:18])[F:17])[CH2:10][CH2:9]1)([CH3:4])([CH3:3])[CH3:2].[C:22](=O)([O-])[O-].[Cs+].[Cs+].COS(C1C=CC(C)=CC=1)(=O)=O. Product: [C:1]([O:5][C:6](=[O:21])[NH:7][C@H:8]1[CH2:13][CH2:12][C@H:11]([N:14]([CH3:22])[C:15](=[O:20])[C:16]([F:19])([F:18])[F:17])[CH2:10][CH2:9]1)([CH3:4])([CH3:2])[CH3:3]. (4) Product: [Br:1][C:2]1[CH:3]=[C:4]([CH2:21][C:22]([NH:65][C@@H:64]([CH2:66][C:67]2[CH:72]=[CH:71][CH:70]=[CH:69][CH:68]=2)[C:63]([O:62][CH3:61])=[O:73])=[O:23])[CH:5]=[C:6]([Br:20])[C:7]=1[O:8][CH2:9][C:10]1[CH:15]=[C:14]([NH:16][CH2:17][CH3:18])[CH:13]=[C:12]([Cl:19])[CH:11]=1. The catalyst class is: 473. Reactant: [Br:1][C:2]1[CH:3]=[C:4]([CH2:21][C:22](O)=[O:23])[CH:5]=[C:6]([Br:20])[C:7]=1[O:8][CH2:9][C:10]1[CH:15]=[C:14]([NH:16][CH2:17][CH3:18])[CH:13]=[C:12]([Cl:19])[CH:11]=1.F[P-](F)(F)(F)(F)F.Br[P+](N1CCCC1)(N1CCCC1)N1CCCC1.O.ON1C2C=CC=CC=2N=N1.Cl.[CH3:61][O:62][C:63](=[O:73])[C@H:64]([CH2:66][C:67]1[CH:72]=[CH:71][CH:70]=[CH:69][CH:68]=1)[NH2:65].C(N(C(C)C)CC)(C)C. (5) Reactant: C([O:3][C:4](=[O:33])[CH2:5][N:6]1[CH2:15][CH2:14][C:13]2[C:8](=[CH:9][CH:10]=[C:11]([C:17]3[N:21]=[C:20]([C:22]4[CH:27]=[CH:26][C:25]([O:28][CH:29]([CH3:31])[CH3:30])=[C:24]([Cl:32])[CH:23]=4)[O:19][N:18]=3)[C:12]=2[CH3:16])[CH2:7]1)C.[OH-].[Na+]. Product: [Cl:32][C:24]1[CH:23]=[C:22]([C:20]2[O:19][N:18]=[C:17]([C:11]3[C:12]([CH3:16])=[C:13]4[C:8](=[CH:9][CH:10]=3)[CH2:7][N:6]([CH2:5][C:4]([OH:33])=[O:3])[CH2:15][CH2:14]4)[N:21]=2)[CH:27]=[CH:26][C:25]=1[O:28][CH:29]([CH3:30])[CH3:31]. The catalyst class is: 353. (6) Reactant: CS(O)(=O)=O.C([N:13]1[CH2:18][CH2:17][C:16]([C:24]2(O)[CH2:29][CH2:28][O:27][CH2:26][CH2:25]2)([C:19]([O:21][CH2:22][CH3:23])=[O:20])[CH2:15][CH2:14]1)(OC(C)(C)C)=O.O.[OH-].[Na+]. Product: [O:27]1[CH2:28][CH2:29][C:24]([C:16]2([C:19]([O:21][CH2:22][CH3:23])=[O:20])[CH2:15][CH2:14][NH:13][CH2:18][CH2:17]2)=[CH:25][CH2:26]1. The catalyst class is: 1. (7) The catalyst class is: 2. Reactant: [CH:1]([C:3]1[CH:11]=[CH:10][CH:9]=[C:8]2[C:4]=1[C:5]([C:16]([OH:18])=O)=[CH:6][N:7]2[CH2:12][CH2:13][O:14][CH3:15])=[O:2].CCN(CC)CC.Cl.[F:27][C:28]([F:47])([F:46])[C:29]([NH:31][CH2:32][C:33]1[CH:38]=[CH:37][C:36]([F:39])=[C:35]([CH:40]2[CH2:45][CH2:44][NH:43][CH2:42][CH2:41]2)[CH:34]=1)=[O:30].CCN=C=NCCCN(C)C. Product: [F:46][C:28]([F:27])([F:47])[C:29]([NH:31][CH2:32][C:33]1[CH:38]=[CH:37][C:36]([F:39])=[C:35]([CH:40]2[CH2:45][CH2:44][N:43]([C:16]([C:5]3[C:4]4[C:8](=[CH:9][CH:10]=[CH:11][C:3]=4[CH:1]=[O:2])[N:7]([CH2:12][CH2:13][O:14][CH3:15])[CH:6]=3)=[O:18])[CH2:42][CH2:41]2)[CH:34]=1)=[O:30].